From a dataset of Peptide-MHC class I binding affinity with 185,985 pairs from IEDB/IMGT. Regression. Given a peptide amino acid sequence and an MHC pseudo amino acid sequence, predict their binding affinity value. This is MHC class I binding data. (1) The peptide sequence is ETIFTVLAL. The MHC is HLA-B40:01 with pseudo-sequence HLA-B40:01. The binding affinity (normalized) is 0.280. (2) The peptide sequence is DESKKEINLL. The MHC is HLA-B44:02 with pseudo-sequence HLA-B44:02. The binding affinity (normalized) is 0.